From a dataset of Forward reaction prediction with 1.9M reactions from USPTO patents (1976-2016). Predict the product of the given reaction. (1) Given the reactants [C:1]([C:5]1[C:6]([O:37][CH3:38])=[C:7](/[CH:20]=[CH:21]/[C:22]2[CH:31]=[CH:30][C:29]([NH:32][S:33]([CH3:36])(=[O:35])=[O:34])=[CH:28][C:23]=2[C:24]([O:26][CH3:27])=[O:25])[CH:8]=[C:9]([C:11]2[C:12]([O:18]C)=[N:13][C:14]([CH3:17])=[CH:15][CH:16]=2)[CH:10]=1)([CH3:4])([CH3:3])[CH3:2].Br.C([O-])(O)=O.[Na+], predict the reaction product. The product is: [CH3:27][O:26][C:24](=[O:25])[C:23]1[CH:28]=[C:29]([NH:32][S:33]([CH3:36])(=[O:34])=[O:35])[CH:30]=[CH:31][C:22]=1/[CH:21]=[CH:20]/[C:7]1[CH:8]=[C:9]([C:11]2[C:12](=[O:18])[NH:13][C:14]([CH3:17])=[CH:15][CH:16]=2)[CH:10]=[C:5]([C:1]([CH3:2])([CH3:3])[CH3:4])[C:6]=1[O:37][CH3:38]. (2) The product is: [O:44]1[CH2:49][CH2:48][O:47][CH2:46][CH:45]1[C:50]1[C:58]2[S:57][C:56]([NH:59][C:7](=[O:9])[C:3]3[CH:4]=[CH:5][CH:6]=[C:1]([CH3:10])[CH:2]=3)=[N:55][C:54]=2[C:53]([O:60][CH3:61])=[CH:52][CH:51]=1. Given the reactants [C:1]1([CH3:10])[CH:6]=[CH:5][CH:4]=[C:3]([C:7]([OH:9])=O)[CH:2]=1.CN(C(ON1N=NC2C=CC=NC1=2)=[N+](C)C)C.F[P-](F)(F)(F)(F)F.C(N(C(C)C)C(C)C)C.[O:44]1[CH2:49][CH2:48][O:47][CH2:46][CH:45]1[C:50]1[C:58]2[S:57][C:56]([NH2:59])=[N:55][C:54]=2[C:53]([O:60][CH3:61])=[CH:52][CH:51]=1, predict the reaction product. (3) Given the reactants [F:1][C:2]1([F:11])[CH2:7][CH2:6][CH:5]([NH:8][CH:9]=O)[CH2:4][CH2:3]1.C1C=CC(P(C2C=CC=CC=2)C2C=CC=CC=2)=CC=1.C(Cl)(Cl)(Cl)Cl.CCN(CC)CC, predict the reaction product. The product is: [F:1][C:2]1([F:11])[CH2:7][CH2:6][CH:5]([N+:8]#[C-:9])[CH2:4][CH2:3]1. (4) Given the reactants [Cl:1][C:2]1[CH:18]=[CH:17][C:5]2[CH2:6][CH2:7][N:8]([C:11](=[O:16])[C:12]([F:15])([F:14])[F:13])[CH2:9][CH2:10][C:4]=2[C:3]=1OS(C(F)(F)F)(=O)=O.C1C=CC(P(C2C(C3C(P(C4C=CC=CC=4)C4C=CC=CC=4)=CC=C4C=3C=CC=C4)=C3C(C=CC=C3)=CC=2)C2C=CC=CC=2)=CC=1.C(=O)([O-])[O-].[Cs+].[Cs+].[NH2:79][CH2:80][CH2:81][NH:82][C:83](=[O:89])[O:84][C:85]([CH3:88])([CH3:87])[CH3:86], predict the reaction product. The product is: [C:85]([O:84][C:83]([NH:82][CH2:81][CH2:80][NH:79][C:3]1[C:4]2[CH2:10][CH2:9][N:8]([C:11](=[O:16])[C:12]([F:15])([F:14])[F:13])[CH2:7][CH2:6][C:5]=2[CH:17]=[CH:18][C:2]=1[Cl:1])=[O:89])([CH3:88])([CH3:87])[CH3:86]. (5) Given the reactants [CH3:1][C:2]1[S:6][C:5]([CH2:7][CH2:8][NH2:9])=[CH:4][CH:3]=1.[C:10](OC(=O)C)(=[O:12])[CH3:11], predict the reaction product. The product is: [CH3:1][C:2]1[S:6][C:5]([CH2:7][CH2:8][NH:9][C:10](=[O:12])[CH3:11])=[CH:4][CH:3]=1. (6) Given the reactants [N+](=CC(C1C=[CH:10][C:9]([CH:12]2[CH2:17][CH2:16][N:15]([C:18]([O:20][CH2:21][C:22]3[CH:27]=[CH:26][CH:25]=[CH:24][CH:23]=3)=[O:19])[CH2:14][CH:13]2[O:28][CH2:29][C:30]2[CH:31]=[CH:32][C:33]3[O:38][CH2:37][CH2:36][N:35]([CH2:39][CH2:40][CH2:41][O:42][CH3:43])[C:34]=3[CH:44]=2)=[CH:8][CH:7]=1)=O)=[N-].[OH2:45].[O:46]1[CH2:50][CH2:49][CH2:48][CH2:47]1, predict the reaction product. The product is: [C:50]([CH2:49][C:48]1[CH:7]=[CH:8][C:9]([CH:12]2[CH2:17][CH2:16][N:15]([C:18]([O:20][CH2:21][C:22]3[CH:23]=[CH:24][CH:25]=[CH:26][CH:27]=3)=[O:19])[CH2:14][CH:13]2[O:28][CH2:29][C:30]2[CH:31]=[CH:32][C:33]3[O:38][CH2:37][CH2:36][N:35]([CH2:39][CH2:40][CH2:41][O:42][CH3:43])[C:34]=3[CH:44]=2)=[CH:10][CH:47]=1)([OH:46])=[O:45]. (7) Given the reactants [Br:1]Br.[K+].[Br-].[F:5][C:6]1[C:7]2[N:8]([CH:12]=[CH:13][N:14]=2)[CH:9]=[CH:10][CH:11]=1.CC([O-])=O.[Na+], predict the reaction product. The product is: [Br:1][C:12]1[N:8]2[CH:9]=[CH:10][CH:11]=[C:6]([F:5])[C:7]2=[N:14][CH:13]=1. (8) Given the reactants Cl[C:2]1[N:31]=[C:30]([CH3:32])[CH:29]=[CH:28][C:3]=1[C:4]([NH:6][C:7]1[CH:12]=[CH:11][C:10]([N:13]2[CH2:18][CH2:17][N:16]([CH2:19][C:20]3[CH:25]=[CH:24][CH:23]=[C:22]([C:26]#[N:27])[CH:21]=3)[CH2:15][CH2:14]2)=[CH:9][CH:8]=1)=[O:5].[CH3:33][CH:34]1[CH2:39][CH2:38][NH:37][CH2:36][CH2:35]1.C(OCC)(=O)C.O, predict the reaction product. The product is: [C:26]([C:22]1[CH:21]=[C:20]([CH:25]=[CH:24][CH:23]=1)[CH2:19][N:16]1[CH2:17][CH2:18][N:13]([C:10]2[CH:11]=[CH:12][C:7]([NH:6][C:4](=[O:5])[C:3]3[CH:28]=[CH:29][C:30]([CH3:32])=[N:31][C:2]=3[N:37]3[CH2:38][CH2:39][CH:34]([CH3:33])[CH2:35][CH2:36]3)=[CH:8][CH:9]=2)[CH2:14][CH2:15]1)#[N:27].